Dataset: Forward reaction prediction with 1.9M reactions from USPTO patents (1976-2016). Task: Predict the product of the given reaction. (1) Given the reactants [CH3:1][C:2]1[NH:6][N:5]=[C:4]([NH:7][C:8]2[CH:13]=[C:12]([CH2:14][CH2:15]Br)[N:11]=[C:10]([S:17][C:18]3[CH:23]=[CH:22][C:21]([NH:24][C:25](=[O:28])[CH2:26][CH3:27])=[CH:20][CH:19]=3)[N:9]=2)[CH:3]=1.[NH:29]1[CH2:32][CH2:31][CH2:30]1, predict the reaction product. The product is: [CH3:1][C:2]1[NH:6][N:5]=[C:4]([NH:7][C:8]2[CH:13]=[C:12]([CH2:14][CH2:15][N:29]3[CH2:32][CH2:31][CH2:30]3)[N:11]=[C:10]([S:17][C:18]3[CH:23]=[CH:22][C:21]([NH:24][C:25](=[O:28])[CH2:26][CH3:27])=[CH:20][CH:19]=3)[N:9]=2)[CH:3]=1. (2) The product is: [CH3:16][O:5][C:4](=[O:6])[C:3]1[CH:7]=[C:8]([I:11])[CH:9]=[CH:10][C:2]=1[Br:1]. Given the reactants [Br:1][C:2]1[CH:10]=[CH:9][C:8]([I:11])=[CH:7][C:3]=1[C:4]([OH:6])=[O:5].S(Cl)(Cl)=O.[CH3:16]O, predict the reaction product.